This data is from Forward reaction prediction with 1.9M reactions from USPTO patents (1976-2016). The task is: Predict the product of the given reaction. (1) Given the reactants [N:1]1[CH:6]=[CH:5][CH:4]=[CH:3][C:2]=1[CH2:7][NH:8][C:9]([C:11]1[C:12]2[CH:13]=[CH:14][CH:15]=[N:16][C:17]=2[C:18]([O:33]C(C2C=CC=CC=2)C2C=CC=CC=2)=[C:19]2[C:23](=[O:24])[N:22]([CH2:25][C:26]3[CH:31]=[CH:30][C:29]([F:32])=[CH:28][CH:27]=3)[CH2:21][C:20]=12)=[O:10].C([SiH](CC)CC)C.FC(F)(F)C(O)=O, predict the reaction product. The product is: [N:1]1[CH:6]=[CH:5][CH:4]=[CH:3][C:2]=1[CH2:7][NH:8][C:9]([C:11]1[C:12]2[CH:13]=[CH:14][CH:15]=[N:16][C:17]=2[C:18]([OH:33])=[C:19]2[C:23](=[O:24])[N:22]([CH2:25][C:26]3[CH:27]=[CH:28][C:29]([F:32])=[CH:30][CH:31]=3)[CH2:21][C:20]=12)=[O:10]. (2) Given the reactants [C:1]([C:3]1[N:8]=[C:7]([C:9]2[S:13][C:12]([N:14]3[CH2:19][CH2:18][O:17][CH2:16][CH2:15]3)=[N:11][C:10]=2[C:20]2[C:21]([F:38])=[C:22]([NH:26][S:27]([C:30]3[CH:35]=[C:34]([F:36])[CH:33]=[CH:32][C:31]=3[F:37])(=[O:29])=[O:28])[CH:23]=[CH:24][CH:25]=2)[CH:6]=[CH:5][N:4]=1)#[N:2].CC(C[AlH]CC(C)C)C, predict the reaction product. The product is: [NH2:2][CH2:1][C:3]1[N:8]=[C:7]([C:9]2[S:13][C:12]([N:14]3[CH2:19][CH2:18][O:17][CH2:16][CH2:15]3)=[N:11][C:10]=2[C:20]2[C:21]([F:38])=[C:22]([NH:26][S:27]([C:30]3[CH:35]=[C:34]([F:36])[CH:33]=[CH:32][C:31]=3[F:37])(=[O:28])=[O:29])[CH:23]=[CH:24][CH:25]=2)[CH:6]=[CH:5][N:4]=1. (3) Given the reactants C1C(=O)N([I:8])C(=O)C1.[F:9][C:10]1[CH:15]=[C:14]([F:16])[CH:13]=[CH:12][C:11]=1[C:17]1[N:18]=[C:19]2[CH2:24][CH2:23][CH2:22][N:20]2[CH:21]=1, predict the reaction product. The product is: [F:9][C:10]1[CH:15]=[C:14]([F:16])[CH:13]=[CH:12][C:11]=1[C:17]1[N:18]=[C:19]2[CH2:24][CH2:23][CH2:22][N:20]2[C:21]=1[I:8]. (4) Given the reactants [Fe-4:1](C#N)(C#N)(C#N)(C#N)(C#N)[C:2]#[N:3].[Na+].[Na+].[Na+].[Na+].S([O-])([O-])(=O)=O.[NH4+].[NH4+].[O-][Cr](O[Cr]([O-])(=O)=O)(=O)=O.[Na+].[Na+], predict the reaction product. The product is: [C-:2]#[N:3].[C-:2]#[N:3].[C-:2]#[N:3].[C-:2]#[N:3].[C-:2]#[N:3].[C-:2]#[N:3].[Fe+6:1]. (5) Given the reactants [C:1]1([CH3:11])[CH:6]=[CH:5][C:4]([S:7]([OH:10])(=[O:9])=[O:8])=[CH:3][CH:2]=1.O.[F:13][C:14]1[CH:19]=[CH:18][C:17]([C@@H:20]([N:22]2[CH2:27][CH2:26][CH2:25]/[C:24](=[CH:28]\[C:29]3[CH:34]=[CH:33][C:32]([N:35]4[CH:39]=[C:38]([CH3:40])[N:37]=[CH:36]4)=[C:31]([O:41][CH3:42])[CH:30]=3)/[C:23]2=[O:43])[CH3:21])=[CH:16][CH:15]=1, predict the reaction product. The product is: [S:7]([C:4]1[CH:5]=[CH:6][C:1]([CH3:11])=[CH:2][CH:3]=1)([OH:10])(=[O:9])=[O:8].[F:13][C:14]1[CH:19]=[CH:18][C:17]([C@@H:20]([N:22]2[CH2:27][CH2:26][CH2:25]/[C:24](=[CH:28]\[C:29]3[CH:34]=[CH:33][C:32]([N:35]4[CH:39]=[C:38]([CH3:40])[N:37]=[CH:36]4)=[C:31]([O:41][CH3:42])[CH:30]=3)/[C:23]2=[O:43])[CH3:21])=[CH:16][CH:15]=1. (6) Given the reactants [CH:1]([C:4]1[CH:8]=[CH:7][NH:6][N:5]=1)([CH3:3])[CH3:2].Cl[C:10]1[CH:15]=[CH:14][C:13]([C:16]([F:19])([F:18])[F:17])=[CH:12][N:11]=1.[OH-].[Na+].Cl, predict the reaction product. The product is: [CH:1]([C:4]1[CH:8]=[CH:7][N:6]([C:10]2[CH:15]=[CH:14][C:13]([C:16]([F:19])([F:18])[F:17])=[CH:12][N:11]=2)[N:5]=1)([CH3:3])[CH3:2].